Dataset: Catalyst prediction with 721,799 reactions and 888 catalyst types from USPTO. Task: Predict which catalyst facilitates the given reaction. (1) Reactant: C([O:4][C:5]1[CH:6]=[C:7]([C:11]2[CH:16]=[CH:15][CH:14]=[CH:13][CH:12]=2)[CH:8]=[CH:9][CH:10]=1)C=C.CN(C)[C:19]1[CH:24]=CC=C[CH:20]=1. Product: [OH:4][C:5]1[C:6]([CH2:24][CH:19]=[CH2:20])=[C:7]([C:11]2[CH:12]=[CH:13][CH:14]=[CH:15][CH:16]=2)[CH:8]=[CH:9][CH:10]=1. The catalyst class is: 13. (2) Reactant: [F:1][C:2]1[CH:3]=[C:4]2[C:8](=[C:9]([CH3:11])[CH:10]=1)[NH:7][C:6]1[CH2:12][C@@H:13]3[N:17]([CH2:18][C:5]2=1)[CH2:16][CH2:15][CH2:14]3.[H-].[Na+].[CH3:21][C:22]1([C:25]2[CH:30]=[CH:29][N:28]=[CH:27][CH:26]=2)[CH2:24][O:23]1. Product: [F:1][C:2]1[CH:3]=[C:4]2[C:8](=[C:9]([CH3:11])[CH:10]=1)[N:7]([CH2:21][C:22]([C:25]1[CH:30]=[CH:29][N:28]=[CH:27][CH:26]=1)([OH:23])[CH3:24])[C:6]1[CH2:12][C@@H:13]3[N:17]([CH2:18][C:5]2=1)[CH2:16][CH2:15][CH2:14]3. The catalyst class is: 3. (3) Reactant: [CH3:1][C:2]1[CH:11]=[C:10]([CH2:12][O:13][C:14]2[CH:19]=[CH:18][C:17]([S:20]([NH:23][CH:24]3[CH2:29][CH2:28][NH:27][CH2:26][CH:25]3[C:30]([OH:32])=[O:31])(=[O:22])=[O:21])=[CH:16][CH:15]=2)[C:9]2[C:4](=[CH:5][CH:6]=[CH:7][CH:8]=2)[N:3]=1.C(N(CC)CC)C.[C:40]([N:44]=[C:45]=[O:46])([CH3:43])([CH3:42])[CH3:41]. Product: [C:40]([NH:44][C:45]([N:27]1[CH2:28][CH2:29][C@@H:24]([NH:23][S:20]([C:17]2[CH:18]=[CH:19][C:14]([O:13][CH2:12][C:10]3[C:9]4[C:4](=[CH:5][CH:6]=[CH:7][CH:8]=4)[N:3]=[C:2]([CH3:1])[CH:11]=3)=[CH:15][CH:16]=2)(=[O:21])=[O:22])[C@@H:25]([C:30]([OH:32])=[O:31])[CH2:26]1)=[O:46])([CH3:43])([CH3:42])[CH3:41]. The catalyst class is: 1. (4) Reactant: [NH:1]1[C:9]2[CH:8]=[CH:7][N:6]=[CH:5][C:4]=2[CH:3]=[N:2]1.[Br:10]N1C(=O)CCC1=O.S([O-])([O-])(=O)=S.[Na+].[Na+]. Product: [Br:10][C:3]1[C:4]2[CH:5]=[N:6][CH:7]=[CH:8][C:9]=2[NH:1][N:2]=1. The catalyst class is: 42. (5) Product: [CH2:14]([O:13][C:12]1[C:2]([NH:1][CH3:19])=[CH:3][C:4]([CH2:5][N:6]([OH:9])[CH:7]=[O:8])=[CH:10][C:11]=1[I:18])[CH2:15][CH2:16][CH3:17]. The catalyst class is: 3. Reactant: [NH2:1][C:2]1[CH:3]=[C:4]([CH:10]=[C:11]([I:18])[C:12]=1[O:13][CH2:14][CH2:15][CH2:16][CH3:17])[CH2:5][N:6]([OH:9])[CH:7]=[O:8].[C:19](=O)([O-])[O-].[K+].[K+].IC. (6) Reactant: [Br:1][C:2]1[CH:3]=[C:4]([CH:10]=[CH:11][C:12]=1[F:13])[O:5][CH2:6][C@H:7]1[CH2:9][O:8]1.[CH3:14][NH2:15]. Product: [Br:1][C:2]1[CH:3]=[C:4]([CH:10]=[CH:11][C:12]=1[F:13])[O:5][CH2:6][C@H:7]([OH:8])[CH2:9][NH:15][CH3:14]. The catalyst class is: 5. (7) Reactant: [OH-].[NH4+:2].[C:3]([N:7]1[C:11]2[CH:12]=[CH:13][C:14]([C:16]3[CH:17]=[N:18][C:19]([NH2:22])=[N:20][CH:21]=3)=[CH:15][C:10]=2[N:9]=[C:8]1[C:23]1[CH:28]=[CH:27][CH:26]=[CH:25][C:24]=1[C:29]1[N:33]=[C:32](C(Cl)(Cl)Cl)[O:31][N:30]=1)([CH3:6])([CH3:5])[CH3:4].O. Product: [NH2:2][C:32]1[O:31][N:30]=[C:29]([C:24]2[CH:25]=[CH:26][CH:27]=[CH:28][C:23]=2[C:8]2[N:7]([C:3]([CH3:5])([CH3:6])[CH3:4])[C:11]3[CH:12]=[CH:13][C:14]([C:16]4[CH:17]=[N:18][C:19]([NH2:22])=[N:20][CH:21]=4)=[CH:15][C:10]=3[N:9]=2)[N:33]=1. The catalyst class is: 3.